From a dataset of Forward reaction prediction with 1.9M reactions from USPTO patents (1976-2016). Predict the product of the given reaction. (1) Given the reactants [CH3:1][O:2][C:3](=[O:13])[C:4]1[CH:9]=[CH:8][CH:7]=[C:6]([N:10]=[C:11]=[O:12])[CH:5]=1.[NH3:14], predict the reaction product. The product is: [CH3:1][O:2][C:3](=[O:13])[C:4]1[CH:9]=[CH:8][CH:7]=[C:6]([NH:10][C:11]([NH2:14])=[O:12])[CH:5]=1. (2) Given the reactants F[B-](F)(F)F.[CH3:6][O+:7]([CH3:9])C.C(N(CC)C(C)C)(C)C.[C:19]([C:21]1[CH:26]=[CH:25][C:24]([CH:27]([C:42]2C(=O)[CH2:46][CH2:45][CH2:44][C:43]=2[OH:49])[NH:28][C:29]([NH:31][C:32]2[CH:37]=[CH:36][N:35]=[C:34]([C:38]([F:41])([F:40])[F:39])[CH:33]=2)=[O:30])=[CH:23][CH:22]=1)#[N:20], predict the reaction product. The product is: [C:19]([C:21]1[CH:26]=[CH:25][C:24]([CH:27]([C:42]2[C:43](=[O:49])[CH2:44][CH2:45][CH2:46][C:6]=2[O:7][CH3:9])[NH:28][C:29]([NH:31][C:32]2[CH:37]=[CH:36][N:35]=[C:34]([C:38]([F:39])([F:41])[F:40])[CH:33]=2)=[O:30])=[CH:23][CH:22]=1)#[N:20]. (3) Given the reactants [ClH:1].[Br:2][C:3]1[S:7][C:6]([C:8]([C:11]2[N:15]([CH2:16][CH2:17][C:18]([O:20]CC)=[O:19])[C:14]([CH:23]3[CH2:25][CH2:24]3)=[N:13][N:12]=2)([CH3:10])[CH3:9])=[CH:5][CH:4]=1.[OH-].[Na+], predict the reaction product. The product is: [ClH:1].[Br:2][C:3]1[S:7][C:6]([C:8]([C:11]2[N:15]([CH2:16][CH2:17][C:18]([OH:20])=[O:19])[C:14]([CH:23]3[CH2:24][CH2:25]3)=[N:13][N:12]=2)([CH3:10])[CH3:9])=[CH:5][CH:4]=1. (4) Given the reactants OC1C=CC=CN=1.[C:8]([O:12][C:13](=[O:40])[NH:14][C@H:15]([C@@H:33]1[CH2:37][C@@H:36]([CH3:38])[C:35](=[O:39])[O:34]1)[CH2:16][N:17]1[CH2:22][C:21](=[O:23])[N:20]([C:24]2[CH:29]=[CH:28][CH:27]=[CH:26][C:25]=2[CH3:30])[CH2:19][C:18]1([CH3:32])[CH3:31])([CH3:11])([CH3:10])[CH3:9].O.[CH:42]1([NH2:48])[CH2:47][CH2:46][CH2:45][CH2:44][CH2:43]1, predict the reaction product. The product is: [C:8]([O:12][C:13](=[O:40])[NH:14][C@@H:15]([CH2:16][N:17]1[CH2:22][C:21](=[O:23])[N:20]([C:24]2[CH:29]=[CH:28][CH:27]=[CH:26][C:25]=2[CH3:30])[CH2:19][C:18]1([CH3:31])[CH3:32])[C@@H:33]([OH:34])[CH2:37][C@H:36]([C:35](=[O:39])[NH:48][CH:42]1[CH2:47][CH2:46][CH2:45][CH2:44][CH2:43]1)[CH3:38])([CH3:10])([CH3:11])[CH3:9]. (5) Given the reactants N[C@@H]1CCCC[C@H]1N.P([O-])([O-])([O-])=O.[K+].[K+].[K+].[CH3:17][C:18]1[CH:23]=[CH:22][N:21]=[CH:20][C:19]=1[N:24]1[CH2:28][CH2:27][NH:26][C:25]1=[O:29].Br[C:31]1[S:32][C:33]([CH3:36])=[CH:34][CH:35]=1, predict the reaction product. The product is: [CH3:17][C:18]1[CH:23]=[CH:22][N:21]=[CH:20][C:19]=1[N:24]1[CH2:28][CH2:27][N:26]([C:31]2[S:32][C:33]([CH3:36])=[CH:34][CH:35]=2)[C:25]1=[O:29]. (6) Given the reactants [F:1][C:2]1([F:19])[CH2:7][O:6][C:5]([NH2:8])=[N:4][C@@:3]21[C:17]1[C:12](=[CH:13][CH:14]=[C:15]([NH2:18])[CH:16]=1)[CH2:11][CH2:10][CH2:9]2.[C:20]([C:22]1[CH:23]=[CH:24][C:25]([C:28](O)=[O:29])=[N:26][CH:27]=1)#[N:21], predict the reaction product. The product is: [NH2:8][C:5]1[O:6][CH2:7][C:2]([F:1])([F:19])[C@@:3]2([C:17]3[C:12](=[CH:13][CH:14]=[C:15]([NH:18][C:28](=[O:29])[C:25]4[CH:24]=[CH:23][C:22]([C:20]#[N:21])=[CH:27][N:26]=4)[CH:16]=3)[CH2:11][CH2:10][CH2:9]2)[N:4]=1. (7) Given the reactants [Cl-:1].[Cl-].[CH:3]1([Zr+2:12]C2C3C(CC=CC=3)CC2)[C:11]2[CH:6]([CH2:7][CH:8]=[CH:9][CH:10]=2)[CH2:5][CH2:4]1.[Cl-].[Zr+4].[Cl-].[Cl-].[Cl-].[CH2:27]([CH:31]1[C:39]2[C:34](=[CH:35][CH:36]=[CH:37][CH:38]=2)[CH:33]=[C:32]1[Li])[CH2:28][CH2:29][CH3:30], predict the reaction product. The product is: [Cl-:1].[Cl-:1].[CH:3]1([Zr+2:12][C:32]2[CH:31]([CH2:27][CH2:28][CH2:29][CH3:30])[C:39]3[C:34]([CH:33]=2)=[CH:35][CH:36]=[CH:37][CH:38]=3)[C:11]2[CH:6]([CH2:7][CH:8]=[CH:9][CH:10]=2)[CH2:5][CH2:4]1. (8) The product is: [Cl:1][C:2]1[CH:3]=[C:4]([CH:20]=[CH:21][C:22]=1[Cl:23])[CH2:5][N:6]1[CH2:7][CH2:8][CH:9]([NH:12][C:13](=[O:19])[CH2:14][CH2:15][C:16]2[O:18][N:51]=[C:50]([C:52]3[CH:57]=[N:56][CH:55]=[CH:54][N:53]=3)[N:49]=2)[CH2:10][CH2:11]1. Given the reactants [Cl:1][C:2]1[CH:3]=[C:4]([CH:20]=[CH:21][C:22]=1[Cl:23])[CH2:5][N:6]1[CH2:11][CH2:10][CH:9]([NH:12][C:13](=[O:19])[CH2:14][CH2:15][C:16]([O-:18])=O)[CH2:8][CH2:7]1.[Li+].Cl.C(NCCCN=C=NCC)C.O.ON1C2C=CC=CC=2N=N1.O[N:49]=[C:50]([C:52]1[CH:57]=[N:56][CH:55]=[CH:54][N:53]=1)[NH2:51], predict the reaction product. (9) Given the reactants [Cl:1][C:2]1[C:3]([N:8]2[C:12]([C:13]3[O:18][C:17](=[O:19])[C:16]4[CH:20]=[C:21](I)[CH:22]=[C:23]([CH3:24])[C:15]=4[N:14]=3)=[CH:11][C:10]([C:26]([F:29])([F:28])[F:27])=[N:9]2)=[N:4][CH:5]=[CH:6][CH:7]=1.[Cu][C:31]#[N:32], predict the reaction product. The product is: [Cl:1][C:2]1[C:3]([N:8]2[C:12]([C:13]3[O:18][C:17](=[O:19])[C:16]4[CH:20]=[C:21]([C:31]#[N:32])[CH:22]=[C:23]([CH3:24])[C:15]=4[N:14]=3)=[CH:11][C:10]([C:26]([F:29])([F:28])[F:27])=[N:9]2)=[N:4][CH:5]=[CH:6][CH:7]=1. (10) Given the reactants [F:1][C:2]1[CH:28]=[CH:27][C:5]([O:6][C:7]2[CH:12]=[CH:11][C:10]([N+:13]([O-])=O)=[CH:9][C:8]=2[C:16]2[C:17]3[CH:26]=[CH:25][NH:24][C:18]=3[C:19](=[O:23])[N:20]([CH3:22])[CH:21]=2)=[CH:4][CH:3]=1.CN1C=C(C2C=C([N+]([O-])=O)C=CC=2OC2C=CC=CC=2)C2C=CNC=2C1=O, predict the reaction product. The product is: [NH2:13][C:10]1[CH:11]=[CH:12][C:7]([O:6][C:5]2[CH:27]=[CH:28][C:2]([F:1])=[CH:3][CH:4]=2)=[C:8]([C:16]2[C:17]3[CH:26]=[CH:25][NH:24][C:18]=3[C:19](=[O:23])[N:20]([CH3:22])[CH:21]=2)[CH:9]=1.